The task is: Binary Classification. Given a miRNA mature sequence and a target amino acid sequence, predict their likelihood of interaction.. This data is from Experimentally validated miRNA-target interactions with 360,000+ pairs, plus equal number of negative samples. (1) The miRNA is cel-miR-4933 with sequence UGGCAGUGACCUAUUCUGGCCA. The protein sequence of the target gene is MPRKGTQPSTARRREEGPPPPSPDGASSDAEPEPPSGRTESPATAAETASEELDNRSLEEILNSIPPPPPPAMTNEAGAPRLMITHIVNQNFKSYAGEKILGPFHKRFSCIIGPNGSGKSNVIDSMLFVFGYRAQKIRSKKLSVLIHNSDEHKDIQSCTVEVHFQKIIDKEGDDYEVIPNSNFYVSRTACRDNTSVYHISGKKKTFKDVGNLLRSHGIDLDHNRFLILQGEVEQIAMMKPKGQTEHDEGMLEYLEDIIGCGRLNEPIKVLCRRVEILNEHRGEKLNRVKMVEKEKDALEG.... Result: 0 (no interaction). (2) The miRNA is mmu-miR-297b-5p with sequence AUGUAUGUGUGCAUGAACAUGU. The protein sequence of the target gene is MESQQDEAVQTKGASTSSDAQDQGAEKGAKNKTTEATEGPTSEPPLSGPGRLKKTAMKLFGGKKGICTLPSFFGGGRSKGSGKVSSKKSLNKSKTHDGLSEASQGPEDVVIEETDLSTPLSKSSAQFPSSQSANGALEIGSKHKTSGTEAIEKAGVEKVPSVHKPKKSLKSFFSSIRRHRKGKTSGADQSVPGAKELEGARTRSHEHVSSISLPSSEEIFRDTRKENAKPQDAPGPKMSPAQVHFSPTTEKAACKNPEKLTRTCASEFMQPKPVLEGGSLEEPHTSETEGKVVAGEVNPP.... Result: 0 (no interaction). (3) The miRNA is hsa-miR-3184-5p with sequence UGAGGGGCCUCAGACCGAGCUUUU. The protein sequence of the target gene is MTLRCLEPSGNGGEGTRSQWGTAGSAEEPSPQAARLAKALRELGQTGWYWGSMTVNEAKEKLKEAPEGTFLIRDSSHSDYLLTISVKTSAGPTNLRIEYQDGKFRLDSIICVKSKLKQFDSVVHLIDYYVQMCKDKRTGPEAPRNGTVHLYLTKPLYTSAPSLQHLCRLTINKCTGAIWGLPLPTRLKDYLEEYKFQV. Result: 0 (no interaction).